From a dataset of NCI-60 drug combinations with 297,098 pairs across 59 cell lines. Regression. Given two drug SMILES strings and cell line genomic features, predict the synergy score measuring deviation from expected non-interaction effect. (1) Drug 1: COC1=C(C=C2C(=C1)N=CN=C2NC3=CC(=C(C=C3)F)Cl)OCCCN4CCOCC4. Drug 2: C1C(C(OC1N2C=C(C(=O)NC2=O)F)CO)O. Cell line: BT-549. Synergy scores: CSS=31.6, Synergy_ZIP=-8.33, Synergy_Bliss=-6.14, Synergy_Loewe=0.935, Synergy_HSA=1.22. (2) Drug 1: CC1=C2C(C(=O)C3(C(CC4C(C3C(C(C2(C)C)(CC1OC(=O)C(C(C5=CC=CC=C5)NC(=O)OC(C)(C)C)O)O)OC(=O)C6=CC=CC=C6)(CO4)OC(=O)C)OC)C)OC. Drug 2: CS(=O)(=O)OCCCCOS(=O)(=O)C. Cell line: HCT-15. Synergy scores: CSS=39.7, Synergy_ZIP=-7.10, Synergy_Bliss=-17.3, Synergy_Loewe=-61.7, Synergy_HSA=-19.3. (3) Drug 1: CC1C(C(CC(O1)OC2CC(CC3=C2C(=C4C(=C3O)C(=O)C5=C(C4=O)C(=CC=C5)OC)O)(C(=O)CO)O)N)O.Cl. Drug 2: C1C(C(OC1N2C=NC(=NC2=O)N)CO)O. Cell line: HOP-62. Synergy scores: CSS=10.3, Synergy_ZIP=-0.335, Synergy_Bliss=5.20, Synergy_Loewe=0.687, Synergy_HSA=2.09. (4) Drug 1: C#CCC(CC1=CN=C2C(=N1)C(=NC(=N2)N)N)C3=CC=C(C=C3)C(=O)NC(CCC(=O)O)C(=O)O. Drug 2: C(CCl)NC(=O)N(CCCl)N=O. Cell line: PC-3. Synergy scores: CSS=11.2, Synergy_ZIP=-2.73, Synergy_Bliss=-0.290, Synergy_Loewe=-19.7, Synergy_HSA=1.12. (5) Drug 1: CN1C2=C(C=C(C=C2)N(CCCl)CCCl)N=C1CCCC(=O)O.Cl. Drug 2: C1=NNC2=C1C(=O)NC=N2. Cell line: SK-OV-3. Synergy scores: CSS=1.68, Synergy_ZIP=-2.57, Synergy_Bliss=-3.34, Synergy_Loewe=-2.98, Synergy_HSA=-2.57.